This data is from Full USPTO retrosynthesis dataset with 1.9M reactions from patents (1976-2016). The task is: Predict the reactants needed to synthesize the given product. Given the product [NH2:11][C@H:12]1[CH2:17][CH2:16][N:15]([C:18]2[CH:23]=[C:22]([C:24]([O:26][CH3:27])=[O:25])[CH:21]=[C:20]([CH3:28])[N:19]=2)[CH2:14][C@H:13]1[O:29][CH3:30], predict the reactants needed to synthesize it. The reactants are: C(OC([NH:11][C@H:12]1[CH2:17][CH2:16][N:15]([C:18]2[CH:23]=[C:22]([C:24]([O:26][CH3:27])=[O:25])[CH:21]=[C:20]([CH3:28])[N:19]=2)[CH2:14][C@H:13]1[O:29][CH3:30])=O)C1C=CC=CC=1.